Task: Binary Classification. Given a miRNA mature sequence and a target amino acid sequence, predict their likelihood of interaction.. Dataset: Experimentally validated miRNA-target interactions with 360,000+ pairs, plus equal number of negative samples (1) The miRNA is mmu-miR-692 with sequence AUCUCUUUGAGCGCCUCACUC. The protein sequence of the target gene is MAMDSKKEIRLKRELGYFWGTNFLIINIIGAGIFVSPKGVLQHSSMNVGVSLCVWAVCAVLTLTSALCSAEIGITFPYSGAHYYFLKRCFGPLVAFLRLWTSLFLGPGLIASQALLLAEYGVQPFYPSCSAPILPRKCLALAMLWIVGILNSRGVKELSWLQTVSSVLKVGILGVISLSGLFLLVRGKKENVQRLQNAFDAEFPEVSQLIEAIFQGYFAFSGGGCFTCIAGELKKPSKTIPRCIFTGLPLVTVVYLLANISYLTVLTPQEMLSSDAVALTWTDRVIPQFTWTVPFAISAS.... Result: 1 (interaction). (2) The miRNA is dre-miR-10a-5p with sequence UACCCUGUAGAUCCGAAUUUGU. The protein sequence of the target gene is MSQDRKPIVGSFHFVCALALIVGSMTPFSNELESMVDYSNRNLTHVPKDLPPRTKALSLSQNSISELRMPDISFLSELRVLRLSHNRIRSLDFHVFLFNQDLEYLDVSHNRLQNISCCPMASLRHLDLSFNDFDVLPVCKEFGNLTKLTFLGLSAAKFRQLDLLPVAHLHLSCILLDLVSYHIKGGETESLQIPNTTVLHLVFHPNSLFSVQVNMSVNALGHLQLSNIKLNDENCQRLMTFLSELTRGPTLLNVTLQHIETTWKCSVKLFQFFWPRPVEYLNIYNLTITERIDREEFTYS.... Result: 0 (no interaction). (3) The miRNA is hsa-miR-4537 with sequence UGAGCCGAGCUGAGCUUAGCUG. Result: 1 (interaction). The protein sequence of the target gene is MAACGRVRRMFRLSAALHLLLLFAAGAEKLPGQGVHSQGQGPGANFVSFVGQAGGGGPAGQQLPQLPQSSQLQQQQQQQQQQQQPQPPQPPFPAGGPPARRGGAGAGGGWKLAEEESCREDVTRVCPKHTWSNNLAVLECLQDVREPENEISSDCNHLLWNYKLNLTTDPKFESVAREVCKSTITEIKECADEPVGKGYMVSCLVDHRGNITEYQCHQYITKMTAIIFSDYRLICGFMDDCKNDINILKCGSIRLGEKDAHSQGEVVSCLEKGLVKEAEEREPKIQVSELCKKAILRVAE.... (4) Result: 0 (no interaction). The protein sequence of the target gene is MPILLFLIDTSASMNQRSHLGTTYLDTAKGAVETFMKLRARDPASRGDRYMLVTFEEPPYAIKAGWKENHATFMNELKNLQAEGLTTLGQSLRTAFDLLNLNRLVTGIDNYGQGRNPFFLEPAIIITITDGSKLTTTSGVQDELHLPLNSPLPGSELTKEPFRWDQRLFALVLRLPGTMSVESEQLTGVPLDDSAITPMCEVTGGRSYSVCSPRMLNQCLESLVQKVQSGVVINFEKAGPDPSPVEDGQPDISRPFGSQPWHSCHKLIYVRPNPKTGVPIGHWPVPESFWPDQNSPTLPP.... The miRNA is hsa-miR-6767-3p with sequence CCACGUGCUUCUCUUUCCGCAG. (5) The miRNA is hsa-miR-6512-5p with sequence UACCAUUAGAAGAGCUGGAAGA. The protein sequence of the target gene is MGVATTLQPPTTSKTLQKQHLEAVGAYQYVLTFLFMGPFFSLLVFVLLFTSLWPFSVFYLVWLYVDWDTPNQGGRRSEWIRNRAIWRQLRDYYPVKLVKTAELPPDRNYVLGAHPHGIMCTGFLCNFSTESNGFSQLFPGLRPWLAVLAGLFYLPVYRDYIMSFGLCPVSRQSLDFILSQPQLGQAVVIMVGGAHEALYSVPGEHCLTLQKRKGFVRLALRHGASLVPVYSFGENDIFRLKAFATGSWQHWCQLTFKKLMGFSPCIFWGRGLFSATSWGLLPFAVPITTVVGRPIPVPQR.... Result: 0 (no interaction). (6) The protein sequence of the target gene is MAAPPDLQDEPLSLGSPGSQWFGGRGDGEDEATAVMGARPAQQDGEPAWGSGAGAGVTSSRELCSGPARSPPVAMETASTGMAAVPDALDHSPSSTLKDGEGACYTSLISDVCYPPREDSAYFTGILQKENGHITTSESPEEPETPGPSLPEVPGMEPQGLLSSDSGIEMTPAESTEVNKILADPLDQMKAEAYKYIDITRPQEAKGQEEQHPGLEDKDLDFKDKDTEVSTKAEGVRAPNQPAPVEGKLIKDHLFEESTFAPYIDELSDEQHRVSLVTAPVKITLTEIEPPLMTATQETI.... The miRNA is hsa-miR-6814-3p with sequence ACUCGCAUCCUUCCCUUGGCAG. Result: 0 (no interaction).